From a dataset of Blood-brain barrier permeability classification from the B3DB database. Regression/Classification. Given a drug SMILES string, predict its absorption, distribution, metabolism, or excretion properties. Task type varies by dataset: regression for continuous measurements (e.g., permeability, clearance, half-life) or binary classification for categorical outcomes (e.g., BBB penetration, CYP inhibition). Dataset: b3db_classification. (1) The drug is OCc1ccccc1O[C@@H]1O[C@H](CO)[C@@H](O)[C@@H](O)[C@H]1O. The result is 1 (penetrates BBB). (2) The drug is CC(=O)OCC(=O)C1(OC(=O)c2ccco2)C(C)CC2C3CCC4=CC(=O)C=CC4(C)C3(F)C(O)CC21C. The result is 1 (penetrates BBB). (3) The molecule is CCCCCC1CN[C@H](C(=O)NC(C(C)Cl)[C@H]2O[C@H](SC)[C@H](O)[C@@H](O)[C@H]2O)C1. The result is 0 (does not penetrate BBB). (4) The drug is C[n+]1c2n(c(=O)c3ccccc31)CCC1c3ccccc3NC21. The result is 1 (penetrates BBB). (5) The molecule is COc1ccc2c(c1OC)C(=O)O[C@H]2[C@@H]1c2c(cc3c(c2OC)OCO3)CCN1C. The result is 1 (penetrates BBB). (6) The drug is Cc1cc(/C=C/C#N)cc(C)c1Nc1ccnc(Nc2ccc(C#N)cc2)n1. The result is 0 (does not penetrate BBB). (7) The drug is CC(C)CCC(=O)C[C@@H]1c2ccccc2C(=O)N1c1ccc2ccc(Cl)nc2n1. The result is 1 (penetrates BBB).